Dataset: Forward reaction prediction with 1.9M reactions from USPTO patents (1976-2016). Task: Predict the product of the given reaction. Given the reactants [NH2:1][C:2]1[C:7]([C:8]2[CH:17]=[CH:16][C:11]([C:12]([O:14][CH3:15])=[O:13])=[C:10]([F:18])[CH:9]=2)=[CH:6][CH:5]=[CH:4][N:3]=1.C1C(=O)N([Br:26])C(=O)C1, predict the reaction product. The product is: [NH2:1][C:2]1[C:7]([C:8]2[CH:17]=[CH:16][C:11]([C:12]([O:14][CH3:15])=[O:13])=[C:10]([F:18])[CH:9]=2)=[CH:6][C:5]([Br:26])=[CH:4][N:3]=1.